Dataset: Full USPTO retrosynthesis dataset with 1.9M reactions from patents (1976-2016). Task: Predict the reactants needed to synthesize the given product. (1) Given the product [Cl:1][C:2]1[CH:3]=[C:4]([C@@H:8]([CH:21]=[CH2:22])[C@@H:9]([C:10]2[CH:11]=[CH:12][C:13]([Cl:16])=[CH:14][CH:15]=2)[NH2:17])[CH:5]=[CH:6][CH:7]=1, predict the reactants needed to synthesize it. The reactants are: [Cl:1][C:2]1[CH:3]=[C:4]([C@@H:8]([CH:21]=[CH2:22])[C@H:9]([NH:17]C(=O)C)[C:10]2[CH:15]=[CH:14][C:13]([Cl:16])=[CH:12][CH:11]=2)[CH:5]=[CH:6][CH:7]=1.N1C=CC=CC=1.C(Cl)(=O)C(Cl)=O.OCC(O)C.Cl. (2) Given the product [CH2:1]([O:8][C:9]1[CH:14]=[CH:13][N:12]([CH2:15][C:16]([C:18]2[CH:23]=[CH:22][C:21]([CH2:24][N:31]3[CH2:32][CH2:33][CH:28]([OH:27])[CH2:29][CH2:30]3)=[CH:20][CH:19]=2)=[O:17])[C:11](=[O:26])[CH:10]=1)[C:2]1[CH:7]=[CH:6][CH:5]=[CH:4][CH:3]=1, predict the reactants needed to synthesize it. The reactants are: [CH2:1]([O:8][C:9]1[CH:14]=[CH:13][N:12]([CH2:15][C:16]([C:18]2[CH:23]=[CH:22][C:21]([CH2:24]Br)=[CH:20][CH:19]=2)=[O:17])[C:11](=[O:26])[CH:10]=1)[C:2]1[CH:7]=[CH:6][CH:5]=[CH:4][CH:3]=1.[OH:27][CH:28]1[CH2:33][CH2:32][NH:31][CH2:30][CH2:29]1. (3) Given the product [CH:1]1([CH:4]([C:18]2[CH:23]=[CH:22][CH:21]=[CH:20][CH:19]=2)[NH:5][C:6]([C:8]2[CH:9]=[C:10]3[C:14](=[CH:15][CH:16]=2)[NH:13][N:12]=[C:11]3[C:39]2[CH:38]=[CH:37][C:27]([O:28][CH:29]3[CH2:34][CH2:33][N:32]([CH:35]=[O:36])[CH2:31][CH2:30]3)=[C:26]([O:25][CH3:24])[CH:40]=2)=[O:7])[CH2:3][CH2:2]1, predict the reactants needed to synthesize it. The reactants are: [CH:1]1([CH:4]([C:18]2[CH:23]=[CH:22][CH:21]=[CH:20][CH:19]=2)[NH:5][C:6]([C:8]2[CH:9]=[C:10]3[C:14](=[CH:15][CH:16]=2)[NH:13][N:12]=[C:11]3I)=[O:7])[CH2:3][CH2:2]1.[CH3:24][O:25][C:26]1[CH:40]=[C:39](B2OC(C)(C)C(C)(C)O2)[CH:38]=[CH:37][C:27]=1[O:28][CH:29]1[CH2:34][CH2:33][N:32]([CH:35]=[O:36])[CH2:31][CH2:30]1.C([O-])([O-])=O.[Na+].[Na+]. (4) Given the product [Br:1][C:2]1[CH:3]=[C:4]([C:13]([CH3:15])=[CH2:14])[CH:5]=[C:6]([Br:8])[CH:7]=1, predict the reactants needed to synthesize it. The reactants are: [Br:1][C:2]1[CH:3]=[C:4](B(O)O)[CH:5]=[C:6]([Br:8])[CH:7]=1.Br[C:13]([CH3:15])=[CH2:14]. (5) Given the product [CH3:15][N:16]([CH3:34])[C:17]1[CH:18]=[CH:19][C:20]([CH2:23][N:24]([C:25]2[CH:30]=[CH:29][C:28]([CH:31]([CH3:32])[CH3:33])=[CH:27][CH:26]=2)[C:12]([CH:8]2[C:9]3[C:5](=[CH:4][C:3]([O:2][CH3:1])=[CH:11][CH:10]=3)[CH2:6][CH2:7]2)=[O:14])=[CH:21][CH:22]=1, predict the reactants needed to synthesize it. The reactants are: [CH3:1][O:2][C:3]1[CH:4]=[C:5]2[C:9](=[CH:10][CH:11]=1)[CH:8]([C:12]([OH:14])=O)[CH2:7][CH2:6]2.[CH3:15][N:16]([CH3:34])[C:17]1[CH:22]=[CH:21][C:20]([CH2:23][NH:24][C:25]2[CH:30]=[CH:29][C:28]([CH:31]([CH3:33])[CH3:32])=[CH:27][CH:26]=2)=[CH:19][CH:18]=1. (6) Given the product [C:1]([C:5]1[CH:12]=[CH:11][C:8]([CH2:9][NH:25][CH2:24][CH2:23][C:20]2[CH:19]=[CH:18][C:17]([O:16][CH:15]([F:14])[F:26])=[CH:22][CH:21]=2)=[CH:7][CH:6]=1)([CH3:4])([CH3:3])[CH3:2], predict the reactants needed to synthesize it. The reactants are: [C:1]([C:5]1[CH:12]=[CH:11][C:8]([CH:9]=O)=[CH:7][CH:6]=1)([CH3:4])([CH3:3])[CH3:2].Cl.[F:14][CH:15]([F:26])[O:16][C:17]1[CH:22]=[CH:21][C:20]([CH2:23][CH2:24][NH2:25])=[CH:19][CH:18]=1.C(=O)([O-])[O-].[K+].[K+].[BH4-].[Na+].Cl. (7) The reactants are: [F:1][C:2]1[CH:3]=[CH:4][C:5](B2OC(C)(C)C(C)(C)O2)=[C:6]([NH:8]C(=O)OC(C)(C)C)[CH:7]=1.Br[C:26]1[C:27]([C:32]#[N:33])=[N:28][CH:29]=[CH:30][CH:31]=1.C(=O)([O-])[O-].[K+].[K+]. Given the product [F:1][C:2]1[CH:3]=[CH:4][C:5]2=[C:26]3[C:27](=[C:32]([NH2:33])[N:8]=[C:6]2[CH:7]=1)[N:28]=[CH:29][CH:30]=[CH:31]3, predict the reactants needed to synthesize it.